Dataset: Forward reaction prediction with 1.9M reactions from USPTO patents (1976-2016). Task: Predict the product of the given reaction. (1) Given the reactants [Cl:1][C:2]1[CH:7]=[CH:6][CH:5]=[C:4]([Cl:8])[C:3]=1[C:9]([NH:11][C:12]1[CH:33]=[CH:32][C:15]([CH2:16][C@@H:17]([C:29]([OH:31])=[O:30])[NH:18][C:19]([C:21]2([CH2:26][CH2:27][NH2:28])[CH2:25][CH2:24][CH2:23][CH2:22]2)=[O:20])=[CH:14][CH:13]=1)=[O:10].[F:34][C:35]([F:46])([F:45])[C:36](O[C:36](=[O:37])[C:35]([F:46])([F:45])[F:34])=[O:37], predict the reaction product. The product is: [Cl:1][C:2]1[CH:7]=[CH:6][CH:5]=[C:4]([Cl:8])[C:3]=1[C:9]([NH:11][C:12]1[CH:33]=[CH:32][C:15]([CH2:16][C@@H:17]([C:29]([OH:31])=[O:30])[NH:18][C:19]([C:21]2([CH2:26][CH2:27][NH:28][C:36](=[O:37])[C:35]([F:46])([F:45])[F:34])[CH2:25][CH2:24][CH2:23][CH2:22]2)=[O:20])=[CH:14][CH:13]=1)=[O:10]. (2) Given the reactants [H-].[Na+].[C:3](=[O:17])([S:5][CH2:6][CH2:7][CH2:8][NH:9][C:10]([O:12][C:13]([CH3:16])([CH3:15])[CH3:14])=[O:11])[CH3:4].[CH2:18]1COCC1, predict the reaction product. The product is: [C:3](=[O:17])([S:5][CH2:6][CH2:7][CH2:8][N:9]([C:10]([O:12][C:13]([CH3:16])([CH3:15])[CH3:14])=[O:11])[CH3:18])[CH3:4]. (3) Given the reactants [NH:1]1[C:5]2[CH:6]=[CH:7][CH:8]=[CH:9][C:4]=2[N:3]=[C:2]1[C:10]([N:12]([CH2:34][CH:35]([CH3:37])[CH3:36])[C@H:13]1[CH2:18][C@@H:17]([C:19]([N:21]2[CH2:26][CH2:25][O:24][CH2:23][CH2:22]2)=[O:20])[CH2:16][N:15](C(OC(C)(C)C)=O)[CH2:14]1)=[O:11].[CH3:38][O:39][CH2:40][CH2:41][CH2:42]O.C1(P(C2C=CC=CC=2)C2C=CC=CC=2)C=CC=CC=1.N(C(OC(C)C)=O)=NC(OC(C)C)=O, predict the reaction product. The product is: [CH3:38][O:39][CH2:40][CH2:41][CH2:42][N:3]1[C:4]2[CH:9]=[CH:8][CH:7]=[CH:6][C:5]=2[N:1]=[C:2]1[C:10]([N:12]([CH2:34][CH:35]([CH3:36])[CH3:37])[C@H:13]1[CH2:18][C@@H:17]([C:19]([N:21]2[CH2:26][CH2:25][O:24][CH2:23][CH2:22]2)=[O:20])[CH2:16][NH:15][CH2:14]1)=[O:11]. (4) The product is: [CH3:15][C:9]1[C:10]([CH3:14])=[CH:11][CH:12]=[CH:13][C:8]=1[C:6]1[N:5]=[C:4]([NH2:16])[N:3]=[C:2]([NH:29][CH2:28][C:25]2[CH:24]=[CH:23][C:22]([S:19]([CH3:18])(=[O:21])=[O:20])=[CH:27][CH:26]=2)[CH:7]=1. Given the reactants Cl[C:2]1[CH:7]=[C:6]([C:8]2[CH:13]=[CH:12][CH:11]=[C:10]([CH3:14])[C:9]=2[CH3:15])[N:5]=[C:4]([NH2:16])[N:3]=1.Cl.[CH3:18][S:19]([C:22]1[CH:27]=[CH:26][C:25]([CH2:28][NH2:29])=[CH:24][CH:23]=1)(=[O:21])=[O:20].CCN(C(C)C)C(C)C, predict the reaction product. (5) The product is: [F:25][C:26]1[CH:31]=[CH:30][C:29]([CH2:32][NH:33][C:22]([C:10]2[N:11]=[C:12]3[N:17]([C:18](=[O:19])[C:9]=2[O:8][CH2:1][C:2]2[CH:3]=[CH:4][CH:5]=[CH:6][CH:7]=2)[CH2:16][CH2:15][O:14][C:13]3([CH3:21])[CH3:20])=[O:23])=[C:28]([I:34])[CH:27]=1. Given the reactants [CH2:1]([O:8][C:9]1[C:18](=[O:19])[N:17]2[C:12]([C:13]([CH3:21])([CH3:20])[O:14][CH2:15][CH2:16]2)=[N:11][C:10]=1[C:22](O)=[O:23])[C:2]1[CH:7]=[CH:6][CH:5]=[CH:4][CH:3]=1.[F:25][C:26]1[CH:31]=[CH:30][C:29]([CH2:32][NH2:33])=[C:28]([I:34])[CH:27]=1, predict the reaction product. (6) Given the reactants [F:1][C:2]([F:32])([F:31])[C:3]1([CH2:7][N:8]2[CH2:13][CH2:12][CH:11]([CH2:14][O:15][C:16]3[CH:21]=[CH:20][C:19]([C:22]4[CH:27]=[CH:26][C:25]([C:28](O)=[O:29])=[CH:24][CH:23]=4)=[CH:18][CH:17]=3)[CH2:10][CH2:9]2)[CH2:6][CH2:5][CH2:4]1.Cl.[CH3:34][NH:35][CH3:36].C1CN([P+](ON2N=NC3C=CC=CC2=3)(N2CCCC2)N2CCCC2)CC1.F[P-](F)(F)(F)(F)F.CCN(C(C)C)C(C)C, predict the reaction product. The product is: [CH3:34][N:35]([CH3:36])[C:28]([C:25]1[CH:26]=[CH:27][C:22]([C:19]2[CH:18]=[CH:17][C:16]([O:15][CH2:14][CH:11]3[CH2:10][CH2:9][N:8]([CH2:7][C:3]4([C:2]([F:31])([F:32])[F:1])[CH2:6][CH2:5][CH2:4]4)[CH2:13][CH2:12]3)=[CH:21][CH:20]=2)=[CH:23][CH:24]=1)=[O:29].